This data is from Full USPTO retrosynthesis dataset with 1.9M reactions from patents (1976-2016). The task is: Predict the reactants needed to synthesize the given product. (1) Given the product [NH2:35][C:30]1[CH:29]=[CH:28][C:27]2[C:32](=[CH:33][CH:34]=[C:25]([C:21]3[CH:20]=[C:19]([C:17]4[S:18][C:14]5[C:13]([C:47]6[CH:48]=[CH:49][C:50]([Cl:53])=[CH:51][CH:52]=6)=[C:12]([C@H:6]([O:5][C:1]([CH3:3])([CH3:2])[CH3:4])[C:7]([OH:9])=[O:8])[C:45]([CH3:46])=[CH:44][C:15]=5[N:16]=4)[CH:24]=[CH:23][N:22]=3)[CH:26]=2)[N:31]=1, predict the reactants needed to synthesize it. The reactants are: [C:1]([O:5][C@@H:6]([C:12]1[C:45]([CH3:46])=[CH:44][C:15]2[N:16]=[C:17]([C:19]3[CH:24]=[CH:23][N:22]=[C:21]([C:25]4[CH:26]=[C:27]5[C:32](=[CH:33][CH:34]=4)[N:31]=[C:30]([NH:35]C(C4CCCCC4)=O)[CH:29]=[CH:28]5)[CH:20]=3)[S:18][C:14]=2[C:13]=1[C:47]1[CH:52]=[CH:51][C:50]([Cl:53])=[CH:49][CH:48]=1)[C:7]([O:9]CC)=[O:8])([CH3:4])([CH3:3])[CH3:2].[OH-].[Na+]. (2) Given the product [C:1]([CH:3]1[CH2:6][N:5]([C:7](=[O:31])[C@H:8]([NH:10][C:11]([C:13]2[C:21]3[C:16](=[N:17][CH:18]=[C:19]([C:37]4[C:36]5[C:40](=[CH:41][C:33]([Cl:32])=[CH:34][CH:35]=5)[NH:39][CH:38]=4)[N:20]=3)[N:15]([CH2:23][O:24][CH2:25][CH2:26][Si:27]([CH3:30])([CH3:29])[CH3:28])[CH:14]=2)=[O:12])[CH3:9])[CH2:4]1)#[N:2], predict the reactants needed to synthesize it. The reactants are: [C:1]([CH:3]1[CH2:6][N:5]([C:7](=[O:31])[C@H:8]([NH:10][C:11]([C:13]2[C:21]3[C:16](=[N:17][CH:18]=[C:19](Br)[N:20]=3)[N:15]([CH2:23][O:24][CH2:25][CH2:26][Si:27]([CH3:30])([CH3:29])[CH3:28])[CH:14]=2)=[O:12])[CH3:9])[CH2:4]1)#[N:2].[Cl:32][C:33]1[CH:41]=[C:40]2[C:36]([C:37](B3OC(C)(C)C(C)(C)O3)=[CH:38][N:39]2C(OC(C)(C)C)=O)=[CH:35][CH:34]=1.C(=O)([O-])[O-].[Na+].[Na+].